From a dataset of Catalyst prediction with 721,799 reactions and 888 catalyst types from USPTO. Predict which catalyst facilitates the given reaction. Reactant: [NH2:1][C:2]1[CH:7]=[CH:6][C:5]([CH2:8][CH2:9][C:10]2[CH:15]=[C:14]([C:16]([CH3:19])([CH3:18])[CH3:17])[CH:13]=[C:12]([C:20]3[C:21]([O:26][CH3:27])=[N:22][CH:23]=[CH:24][CH:25]=3)[C:11]=2[OH:28])=[CH:4][CH:3]=1.[CH3:29][S:30](Cl)(=[O:32])=[O:31]. Product: [C:16]([C:14]1[CH:13]=[C:12]([C:20]2[C:21]([O:26][CH3:27])=[N:22][CH:23]=[CH:24][CH:25]=2)[C:11]([OH:28])=[C:10]([CH2:9][CH2:8][C:5]2[CH:6]=[CH:7][C:2]([NH:1][S:30]([CH3:29])(=[O:32])=[O:31])=[CH:3][CH:4]=2)[CH:15]=1)([CH3:19])([CH3:17])[CH3:18]. The catalyst class is: 436.